From a dataset of Forward reaction prediction with 1.9M reactions from USPTO patents (1976-2016). Predict the product of the given reaction. (1) Given the reactants [Cl:1][C:2]1[CH:19]=[CH:18][CH:17]=[CH:16][C:3]=1[CH2:4][C@H:5]([NH:8][C:9](=[O:15])[O:10][C:11]([CH3:14])([CH3:13])[CH3:12])[CH2:6][OH:7].C1C=CC(P(C2C=CC=CC=2)C2C=CC=CC=2)=CC=1.[CH3:39][O:40][C:41](=[O:49])[C:42]1[CH:47]=[C:46](O)[CH:45]=[N:44][CH:43]=1.CCOC(/N=N/C(OCC)=O)=O, predict the reaction product. The product is: [C:11]([O:10][C:9]([NH:8][C@@H:5]([CH2:4][C:3]1[CH:16]=[CH:17][CH:18]=[CH:19][C:2]=1[Cl:1])[CH2:6][O:7][C:46]1[CH:45]=[N:44][CH:43]=[C:42]([CH:47]=1)[C:41]([O:40][CH3:39])=[O:49])=[O:15])([CH3:14])([CH3:13])[CH3:12]. (2) Given the reactants [C:1]([CH:3]1[CH2:8][CH2:7][N:6]([C:9]([N:11]2[CH2:16][CH:15]([C:17]3[CH:22]=[CH:21][C:20]([O:23][C:24]([F:27])([F:26])[F:25])=[CH:19][CH:18]=3)[CH2:14][CH:13]([C:28]([OH:30])=O)[CH2:12]2)=[O:10])[CH2:5][CH2:4]1)#[N:2].[CH3:31][O:32][CH2:33][CH2:34][C:35]([NH:37][NH2:38])=O, predict the reaction product. The product is: [CH3:31][O:32][CH2:33][CH2:34][C:35]1[O:30][C:28]([CH:13]2[CH2:14][CH:15]([C:17]3[CH:18]=[CH:19][C:20]([O:23][C:24]([F:26])([F:27])[F:25])=[CH:21][CH:22]=3)[CH2:16][N:11]([C:9]([N:6]3[CH2:7][CH2:8][CH:3]([C:1]#[N:2])[CH2:4][CH2:5]3)=[O:10])[CH2:12]2)=[N:38][N:37]=1. (3) Given the reactants [CH2:1]([C@@:5]1([C:21]([O:23]C(C)(C)C)=[O:22])[CH2:9][C@@H:8]([C:10]2[N:14]=[C:13]([CH3:15])[O:12][N:11]=2)[C@H:7]([C:16]2[S:17][CH:18]=[CH:19][CH:20]=2)[NH:6]1)[CH:2]([CH3:4])[CH3:3].[CH3:28][O:29][C:30]1[CH:31]=[C:32]([CH:36]=[CH:37][C:38]=1[C:39]([CH3:42])([CH3:41])[CH3:40])[C:33](Cl)=[O:34].FC(F)(F)C(O)=O, predict the reaction product. The product is: [CH2:1]([C@@:5]1([C:21]([OH:23])=[O:22])[CH2:9][C@@H:8]([C:10]2[N:14]=[C:13]([CH3:15])[O:12][N:11]=2)[C@H:7]([C:16]2[S:17][CH:18]=[CH:19][CH:20]=2)[N:6]1[C:33](=[O:34])[C:32]1[CH:36]=[CH:37][C:38]([C:39]([CH3:40])([CH3:41])[CH3:42])=[C:30]([O:29][CH3:28])[CH:31]=1)[CH:2]([CH3:3])[CH3:4]. (4) Given the reactants [Br:1][C:2]1[CH:11]=[C:10]2[C:5]([C:6](Cl)=[C:7]([CH:13]=O)[C:8](=[O:12])[NH:9]2)=[CH:4][CH:3]=1.O.[NH2:17][NH2:18], predict the reaction product. The product is: [Br:1][C:2]1[CH:3]=[CH:4][C:5]2[C:6]3[NH:18][N:17]=[CH:13][C:7]=3[C:8](=[O:12])[NH:9][C:10]=2[CH:11]=1. (5) Given the reactants [C:1]([O:5][C:6](=[O:34])[NH:7][C:8]1[O:9][C:10]2[CH:16]=[C:15](COP(OCC)(OCC)=O)[CH:14]=[C:13]([C:27]3[CH:32]=[CH:31][CH:30]=[C:29]([Cl:33])[CH:28]=3)[C:11]=2[N:12]=1)([CH3:4])([CH3:3])[CH3:2].P([O-])([O-])([O-])=O.[K+].[K+].[K+].B(O)O.[C:46]1([CH3:52])[CH:51]=[CH:50][CH:49]=[CH:48][CH:47]=1, predict the reaction product. The product is: [C:1]([O:5][C:6](=[O:34])[NH:7][C:8]1[O:9][C:10]2[CH:16]=[C:15]([CH2:52][C:46]3[CH:51]=[CH:50][C:49]([NH:7][C:6]([O:5][C:1]([CH3:4])([CH3:3])[CH3:2])=[O:34])=[CH:48][CH:47]=3)[CH:14]=[C:13]([C:27]3[CH:32]=[CH:31][CH:30]=[C:29]([Cl:33])[CH:28]=3)[C:11]=2[N:12]=1)([CH3:4])([CH3:3])[CH3:2].